Task: Regression. Given two drug SMILES strings and cell line genomic features, predict the synergy score measuring deviation from expected non-interaction effect.. Dataset: Merck oncology drug combination screen with 23,052 pairs across 39 cell lines Drug 1: O=C(CCCCCCC(=O)Nc1ccccc1)NO. Drug 2: Cc1nc(Nc2ncc(C(=O)Nc3c(C)cccc3Cl)s2)cc(N2CCN(CCO)CC2)n1. Cell line: COLO320DM. Synergy scores: synergy=9.00.